Dataset: Forward reaction prediction with 1.9M reactions from USPTO patents (1976-2016). Task: Predict the product of the given reaction. (1) Given the reactants [CH3:1][O:2][C:3]1[CH:12]=[C:11]2[C:6]([C:7]([CH3:17])=[CH:8][C:9](=[O:16])[N:10]2[CH2:13][CH:14]=O)=[CH:5][CH:4]=1.[N:18]1([C:24]([O:26][C:27]([CH3:30])([CH3:29])[CH3:28])=[O:25])[CH2:23][CH2:22][NH:21][CH2:20][CH2:19]1.C(O[BH-](OC(=O)C)OC(=O)C)(=O)C.[Na+].C(=O)([O-])O.[Na+], predict the reaction product. The product is: [CH3:1][O:2][C:3]1[CH:12]=[C:11]2[C:6]([C:7]([CH3:17])=[CH:8][C:9](=[O:16])[N:10]2[CH2:13][CH2:14][N:21]2[CH2:20][CH2:19][N:18]([C:24]([O:26][C:27]([CH3:30])([CH3:29])[CH3:28])=[O:25])[CH2:23][CH2:22]2)=[CH:5][CH:4]=1. (2) Given the reactants C(OC([N:8]1[CH2:14][CH2:13][CH2:12][CH:11]([NH:15][C:16]([C:18]2[S:40][C:21]3[N:22]=[CH:23][N:24]=[C:25]([NH:26][C:27]4[CH:32]=[CH:31][C:30]([F:33])=[CH:29][C:28]=4[O:34][C@H:35]4[CH2:39][CH2:38][O:37][CH2:36]4)[C:20]=3[C:19]=2[CH3:41])=[O:17])[CH2:10][CH2:9]1)=O)(C)(C)C.[F:42][C:43]([F:48])([F:47])[C:44]([OH:46])=[O:45], predict the reaction product. The product is: [F:42][C:43]([F:48])([F:47])[C:44]([OH:46])=[O:45].[NH:8]1[CH2:14][CH2:13][CH2:12][CH:11]([NH:15][C:16]([C:18]2[S:40][C:21]3[N:22]=[CH:23][N:24]=[C:25]([NH:26][C:27]4[CH:32]=[CH:31][C:30]([F:33])=[CH:29][C:28]=4[O:34][C@H:35]4[CH2:39][CH2:38][O:37][CH2:36]4)[C:20]=3[C:19]=2[CH3:41])=[O:17])[CH2:10][CH2:9]1. (3) The product is: [F:6][C:7]1[CH:16]=[CH:15][CH:14]=[C:13]2[C:8]=1[C:9](=[O:30])[C:10]([CH3:28])([CH3:27])[N:11]=[C:12]2[C:17]1[CH:18]=[N:19][C:20]2[C:25]([CH:26]=1)=[CH:24][CH:23]=[CH:22][CH:21]=2. Given the reactants [Cr](O)(O)(=O)=O.[F:6][C:7]1[CH:16]=[CH:15][CH:14]=[C:13]2[C:8]=1[CH2:9][C:10]([CH3:28])([CH3:27])[N:11]=[C:12]2[C:17]1[CH:18]=[N:19][C:20]2[C:25]([CH:26]=1)=[CH:24][CH:23]=[CH:22][CH:21]=2.S([O-])([O-])=[O:30].[Na+].[Na+].C(=O)([O-])O.[Na+], predict the reaction product.